Predict the product of the given reaction. From a dataset of Forward reaction prediction with 1.9M reactions from USPTO patents (1976-2016). Given the reactants C([O:4][C@@H:5]([CH3:9])[C:6](Cl)=[O:7])(=O)C.C([O:13][CH2:14][CH:15]([NH:21][C:22]([C:24]1[C:29]([I:30])=[C:28]([NH2:31])[C:27]([I:32])=[C:26]([C:33]([NH:35][CH:36]([CH2:42][O:43]C(=O)C)[CH2:37][O:38]C(=O)C)=[O:34])[C:25]=1[I:47])=[O:23])[CH2:16][O:17]C(=O)C)(=O)C.[OH-].[Na+], predict the reaction product. The product is: [CH3:9][C@H:5]([OH:4])[C:6]([NH:31][C:28]1[C:29]([I:30])=[C:24]([C:22]([NH:21][CH:15]([CH2:16][OH:17])[CH2:14][OH:13])=[O:23])[C:25]([I:47])=[C:26]([C:33]([NH:35][CH:36]([CH2:42][OH:43])[CH2:37][OH:38])=[O:34])[C:27]=1[I:32])=[O:7].